This data is from TCR-epitope binding with 47,182 pairs between 192 epitopes and 23,139 TCRs. The task is: Binary Classification. Given a T-cell receptor sequence (or CDR3 region) and an epitope sequence, predict whether binding occurs between them. (1) The epitope is IPRRNVATL. The TCR CDR3 sequence is CASSWDSSYEQYF. Result: 0 (the TCR does not bind to the epitope). (2) The epitope is LLDFVRFMGV. The TCR CDR3 sequence is CASSAPQMGLYEQYF. Result: 0 (the TCR does not bind to the epitope). (3) The epitope is FVRATATIPI. The TCR CDR3 sequence is CASSSSGTITDTQYF. Result: 0 (the TCR does not bind to the epitope). (4) The epitope is KLWAQCVQL. The TCR CDR3 sequence is CASTPDTVSGNTIYF. Result: 1 (the TCR binds to the epitope).